This data is from Peptide-MHC class I binding affinity with 185,985 pairs from IEDB/IMGT. The task is: Regression. Given a peptide amino acid sequence and an MHC pseudo amino acid sequence, predict their binding affinity value. This is MHC class I binding data. (1) The peptide sequence is YVWWAAVIY. The MHC is HLA-C12:03 with pseudo-sequence HLA-C12:03. The binding affinity (normalized) is 0.505. (2) The peptide sequence is KQRCALPSL. The MHC is BoLA-HD6 with pseudo-sequence BoLA-HD6. The binding affinity (normalized) is 1.00. (3) The peptide sequence is GIHLNPNKTK. The MHC is Patr-A0101 with pseudo-sequence Patr-A0101. The binding affinity (normalized) is 0. (4) The peptide sequence is VVQDPKNVY. The MHC is HLA-B46:01 with pseudo-sequence HLA-B46:01. The binding affinity (normalized) is 0.0847. (5) The peptide sequence is KCDELAAKL. The MHC is HLA-B51:01 with pseudo-sequence HLA-B51:01. The binding affinity (normalized) is 0.